Dataset: Catalyst prediction with 721,799 reactions and 888 catalyst types from USPTO. Task: Predict which catalyst facilitates the given reaction. (1) Reactant: [NH2:1][C:2]1[C:10]2[C:9]([C:11]3[O:12][C:13]([CH3:16])=[CH:14][CH:15]=3)=[N:8][C:7](S(C)=O)=[N:6][C:5]=2[S:4][C:3]=1[C:20]([NH2:22])=[O:21].C(=O)([O-])[O-].[K+].[K+].[CH2:29]([OH:32])[CH2:30][OH:31]. Product: [NH2:1][C:2]1[C:10]2[C:9]([C:11]3[O:12][C:13]([CH3:16])=[CH:14][CH:15]=3)=[N:8][C:7]([O:31][CH2:30][CH2:29][OH:32])=[N:6][C:5]=2[S:4][C:3]=1[C:20]([NH2:22])=[O:21]. The catalyst class is: 12. (2) Product: [Cl:39][C:40]1[CH:41]=[CH:42][C:43]([O:49][CH3:50])=[C:44]([CH:48]=1)[C:45]([NH:1][C:2]1[C:3]([C:16]2[N:17]([CH2:30][C:31]3[CH:32]=[CH:33][C:34]([O:37][CH3:38])=[CH:35][CH:36]=3)[C:18](=[O:29])[N:19]([CH2:21][CH2:22][N:23]3[CH2:28][CH2:27][O:26][CH2:25][CH2:24]3)[N:20]=2)=[N:4][N:5]([CH2:7][C:8]2[CH:13]=[CH:12][C:11]([O:14][CH3:15])=[CH:10][CH:9]=2)[CH:6]=1)=[O:46]. Reactant: [NH2:1][C:2]1[C:3]([C:16]2[N:17]([CH2:30][C:31]3[CH:36]=[CH:35][C:34]([O:37][CH3:38])=[CH:33][CH:32]=3)[C:18](=[O:29])[N:19]([CH2:21][CH2:22][N:23]3[CH2:28][CH2:27][O:26][CH2:25][CH2:24]3)[N:20]=2)=[N:4][N:5]([CH2:7][C:8]2[CH:13]=[CH:12][C:11]([O:14][CH3:15])=[CH:10][CH:9]=2)[CH:6]=1.[Cl:39][C:40]1[CH:41]=[CH:42][C:43]([O:49][CH3:50])=[C:44]([CH:48]=1)[C:45](O)=[O:46].C(Cl)CCl.C1C=CC2N(O)N=NC=2C=1.C([O-])(O)=O.[Na+]. The catalyst class is: 23. (3) Reactant: [OH:1][CH:2]=[C:3]([CH:6]=O)[CH:4]=O.Cl.[F:9][C:10]([F:15])([F:14])[CH2:11][NH:12][NH2:13]. Product: [F:9][C:10]([F:15])([F:14])[CH2:11][N:12]1[CH:6]=[C:3]([CH:2]=[O:1])[CH:4]=[N:13]1. The catalyst class is: 240. (4) Reactant: [NH2:1][CH2:2][C@@H:3]([NH:11][C:12](=[O:18])[O:13][C:14]([CH3:17])([CH3:16])[CH3:15])[CH2:4][C@H:5]1[CH2:10][CH2:9][CH2:8][O:7][CH2:6]1.Cl[C:20]([O:22][C:23]1[CH:28]=[CH:27][C:26]([N+:29]([O-:31])=[O:30])=[CH:25][CH:24]=1)=[O:21]. Product: [C:14]([O:13][C:12]([NH:11][C@@H:3]([CH2:4][C@H:5]1[CH2:10][CH2:9][CH2:8][O:7][CH2:6]1)[CH2:2][NH:1][C:20](=[O:21])[O:22][C:23]1[CH:24]=[CH:25][C:26]([N+:29]([O-:31])=[O:30])=[CH:27][CH:28]=1)=[O:18])([CH3:15])([CH3:17])[CH3:16]. The catalyst class is: 2. (5) Reactant: [CH2:1]([O:8][C:9]([CH3:17])([C:13]([F:16])([F:15])[F:14])[C:10]([OH:12])=O)[C:2]1[CH:7]=[CH:6][CH:5]=[CH:4][CH:3]=1.CN(C(ON1N=NC2C=CC=NC1=2)=[N+](C)C)C.F[P-](F)(F)(F)(F)F.CCN(C(C)C)C(C)C.[NH:51]([C:53]([C:55]1[C:60]([NH:61][C:62](=[O:68])[O:63][C:64]([CH3:67])([CH3:66])[CH3:65])=[CH:59][C:58]([C:69]([F:72])([F:71])[F:70])=[C:57]([O:73][CH3:74])[N:56]=1)=[O:54])[NH2:52]. Product: [CH2:1]([O:8][C:9]([CH3:17])([C:13]([F:16])([F:15])[F:14])[C:10]([NH:52][NH:51][C:53]([C:55]1[C:60]([NH:61][C:62](=[O:68])[O:63][C:64]([CH3:67])([CH3:66])[CH3:65])=[CH:59][C:58]([C:69]([F:70])([F:71])[F:72])=[C:57]([O:73][CH3:74])[N:56]=1)=[O:54])=[O:12])[C:2]1[CH:3]=[CH:4][CH:5]=[CH:6][CH:7]=1. The catalyst class is: 173. (6) Reactant: Cl[C:2]1[N:7]=[CH:6][C:5]([C:8]2[CH:9]=[N:10][CH:11]=[C:12]([CH3:14])[CH:13]=2)=[CH:4][C:3]=1[C:15]([O:17][CH3:18])=[O:16].[F:19][C:20]1[CH:25]=[CH:24][CH:23]=[CH:22][C:21]=1B(O)O.C(=O)([O-])[O-].[Cs+].[Cs+]. Product: [F:19][C:20]1[CH:25]=[CH:24][CH:23]=[CH:22][C:21]=1[C:2]1[N:7]=[CH:6][C:5]([C:8]2[CH:9]=[N:10][CH:11]=[C:12]([CH3:14])[CH:13]=2)=[CH:4][C:3]=1[C:15]([O:17][CH3:18])=[O:16]. The catalyst class is: 9. (7) Reactant: [OH:1][C:2]1[CH:7]=[CH:6][C:5]([C:8]2[S:9][CH:10]=[CH:11][N:12]=2)=[CH:4][CH:3]=1.C([O-])([O-])=O.[K+].[K+].Br[CH2:20][CH3:21]. Product: [CH2:20]([O:1][C:2]1[CH:3]=[CH:4][C:5]([C:8]2[S:9][CH:10]=[CH:11][N:12]=2)=[CH:6][CH:7]=1)[CH3:21]. The catalyst class is: 21.